From a dataset of Full USPTO retrosynthesis dataset with 1.9M reactions from patents (1976-2016). Predict the reactants needed to synthesize the given product. (1) Given the product [F:22][C:19]([F:20])([F:21])[C:17]1[CH:16]=[C:5]([CH:4]=[C:3]([C:2]([F:24])([F:1])[F:23])[CH:18]=1)[CH2:6][N:7]1[C:11]([Cl:12])=[C:10]([C:13]([N:33]2[CH2:34][CH2:35][CH2:36][CH:32]2[C:27]2[CH:28]=[CH:29][CH:30]=[CH:31][C:26]=2[Cl:25])=[O:14])[N:9]=[N:8]1, predict the reactants needed to synthesize it. The reactants are: [F:1][C:2]([F:24])([F:23])[C:3]1[CH:4]=[C:5]([CH:16]=[C:17]([C:19]([F:22])([F:21])[F:20])[CH:18]=1)[CH2:6][N:7]1[C:11]([Cl:12])=[C:10]([C:13](O)=[O:14])[N:9]=[N:8]1.[Cl:25][C:26]1[CH:31]=[CH:30][CH:29]=[CH:28][C:27]=1[CH:32]1[CH2:36][CH2:35][CH2:34][NH:33]1.CCN=C=NCCCN(C)C. (2) Given the product [S:1]1[C:5]2[CH:6]=[CH:7][CH:8]=[CH:9][C:4]=2[N:3]=[C:2]1[C:10]1[C:14]([C:15]([NH:17][C:18]([CH3:21])([CH3:20])[CH3:19])=[O:16])=[CH:13][NH:12][N:11]=1, predict the reactants needed to synthesize it. The reactants are: [S:1]1[C:5]2[CH:6]=[CH:7][CH:8]=[CH:9][C:4]=2[N:3]=[C:2]1[C:10]1[C:14]([C:15]([NH:17][C:18]([CH3:21])([CH3:20])[CH3:19])=[O:16])=[CH:13][N:12](COCC[Si](C)(C)C)[N:11]=1.FC(F)(F)C(O)=O. (3) The reactants are: [S:1]1[C:5]2[CH:6]=[CH:7][CH:8]=[CH:9][C:4]=2[NH:3][C:2]1=[N:10][S:11]([C:14]1[CH:19]=[CH:18][C:17]([CH3:20])=[CH:16][CH:15]=1)(=[O:13])=[O:12].[H-].[Na+].Br[CH2:24][C:25]([C:27]1[CH:32]=[CH:31][C:30]([CH3:33])=[CH:29][CH:28]=1)=[O:26]. Given the product [CH3:20][C:17]1[CH:16]=[CH:15][C:14]([S:11]([N:10]=[C:2]2[N:3]([CH2:24][C:25](=[O:26])[C:27]3[CH:32]=[CH:31][C:30]([CH3:33])=[CH:29][CH:28]=3)[C:4]3[CH:9]=[CH:8][CH:7]=[CH:6][C:5]=3[S:1]2)(=[O:12])=[O:13])=[CH:19][CH:18]=1, predict the reactants needed to synthesize it. (4) Given the product [CH3:1][O:2][C:3]1[CH:12]=[C:11]2[C:6]([CH2:7][CH2:8][CH:9]([C:13]([O:15][CH2:16][CH3:17])=[O:14])[CH2:10]2)=[CH:5][CH:4]=1, predict the reactants needed to synthesize it. The reactants are: [CH3:1][O:2][C:3]1[CH:12]=[C:11]2[C:6]([CH2:7][CH2:8][C:9]([C:13]([O:15][CH2:16][CH3:17])=[O:14])=[CH:10]2)=[CH:5][CH:4]=1. (5) Given the product [CH3:1][C:2]([CH3:23])([CH3:22])[C:3]([C:5]1[C:13]2[C:8](=[CH:9][C:10]([O:14][CH3:15])=[CH:11][CH:12]=2)[N:7]([CH2:16][C:17]([OH:19])=[O:18])[N:6]=1)=[O:4], predict the reactants needed to synthesize it. The reactants are: [CH3:1][C:2]([CH3:23])([CH3:22])[C:3]([C:5]1[C:13]2[C:8](=[CH:9][C:10]([O:14][CH3:15])=[CH:11][CH:12]=2)[N:7]([CH2:16][C:17]([O:19]CC)=[O:18])[N:6]=1)=[O:4].O.[OH-].[Na+]. (6) The reactants are: [C:1]([O:4][CH:5](P(OCC)(OCC)=O)[C:6]([O:8][CH2:9][CH3:10])=[O:7])(=[O:3])[CH3:2].[Li+].[Cl-].CN(C)C(N(C)C)=N.[CH3:29][Si:30]([CH3:61])([CH3:60])[CH2:31][CH2:32][O:33][CH2:34][N:35]([CH2:52][O:53][CH2:54][CH2:55][Si:56]([CH3:59])([CH3:58])[CH3:57])[C:36]1[N:41]2[N:42]=[CH:43][CH:44]=[C:40]2[N:39]=[C:38]([CH:45]2[CH2:50][CH2:49][C:48](=O)[CH2:47][CH2:46]2)[CH:37]=1. Given the product [C:1]([O:4][C:5](=[C:48]1[CH2:49][CH2:50][CH:45]([C:38]2[CH:37]=[C:36]([N:35]([CH2:52][O:53][CH2:54][CH2:55][Si:56]([CH3:59])([CH3:58])[CH3:57])[CH2:34][O:33][CH2:32][CH2:31][Si:30]([CH3:61])([CH3:29])[CH3:60])[N:41]3[N:42]=[CH:43][CH:44]=[C:40]3[N:39]=2)[CH2:46][CH2:47]1)[C:6]([O:8][CH2:9][CH3:10])=[O:7])(=[O:3])[CH3:2], predict the reactants needed to synthesize it.